Dataset: NCI-60 drug combinations with 297,098 pairs across 59 cell lines. Task: Regression. Given two drug SMILES strings and cell line genomic features, predict the synergy score measuring deviation from expected non-interaction effect. Drug 1: CCCCC(=O)OCC(=O)C1(CC(C2=C(C1)C(=C3C(=C2O)C(=O)C4=C(C3=O)C=CC=C4OC)O)OC5CC(C(C(O5)C)O)NC(=O)C(F)(F)F)O. Drug 2: CC12CCC3C(C1CCC2O)C(CC4=C3C=CC(=C4)O)CCCCCCCCCS(=O)CCCC(C(F)(F)F)(F)F. Cell line: A549. Synergy scores: CSS=20.1, Synergy_ZIP=-0.216, Synergy_Bliss=-0.533, Synergy_Loewe=-16.3, Synergy_HSA=-1.70.